Dataset: Reaction yield outcomes from USPTO patents with 853,638 reactions. Task: Predict the reaction yield, written as a fraction of the theoretical maximum amount of product (1.0 means a 100% yield; for example, 0.34 means a 34% yield). (1) The reactants are [F:1][C:2]1[CH:10]=[C:9]([Br:11])[CH:8]=[CH:7][C:3]=1[CH:4]=[N:5][OH:6].[Cl:12]N1C(=O)CCC1=O. The catalyst is CN(C=O)C. The product is [F:1][C:2]1[CH:10]=[C:9]([Br:11])[CH:8]=[CH:7][C:3]=1[C:4](=[N:5][OH:6])[Cl:12]. The yield is 0.810. (2) The reactants are [CH3:1][C@@H:2]1[NH:7][CH2:6][CH2:5][N:4](C(OC(C)(C)C)=O)[CH2:3]1.[CH2:15](Br)[C:16]1[CH:21]=[CH:20][CH:19]=[CH:18][CH:17]=1.C(N(CC)CC)C. The catalyst is C(#N)C. The product is [CH2:15]([N:7]1[CH2:6][CH2:5][NH:4][CH2:3][C@@H:2]1[CH3:1])[C:16]1[CH:21]=[CH:20][CH:19]=[CH:18][CH:17]=1. The yield is 0.914. (3) The reactants are [O:1]1[CH:6]=[CH:5][CH2:4][CH2:3][CH2:2]1.[CH3:7][O:8][P:9]([CH:13]([C:15]1[CH:20]=[CH:19][CH:18]=[C:17]([C:21]#[N:22])[CH:16]=1)[OH:14])(=[O:12])[O:10][CH3:11]. The catalyst is C1(C)C=CC=CC=1.C1(C)C=CC(S(O)(=O)=O)=CC=1. The product is [CH3:7][O:8][P:9]([CH:13]([C:15]1[CH:20]=[CH:19][CH:18]=[C:17]([C:21]#[N:22])[CH:16]=1)[O:14][CH:6]1[CH2:5][CH2:4][CH2:3][CH2:2][O:1]1)(=[O:12])[O:10][CH3:11]. The yield is 1.00.